The task is: Binary Classification. Given a drug SMILES string, predict its activity (active/inactive) in a high-throughput screening assay against a specified biological target.. This data is from Orexin1 receptor HTS with 218,158 compounds and 233 confirmed actives. (1) The compound is S1(=O)(=O)Cc2c(nn(c2NC(=O)C2CCCC2)c2ccc(cc2)C)C1. The result is 0 (inactive). (2) The compound is S(CC(=O)N1CCN(CC1)C(=O)c1occc1)CC(=O)Nc1ccc(OC)cc1. The result is 0 (inactive). (3) The molecule is s1c(nnc1NC(=O)Cc1c([N+]([O-])=O)cccc1)CC(C)C. The result is 0 (inactive). (4) The compound is s1c(NC(=O)C(C)(C)C)nc(c1C(=O)C)C. The result is 0 (inactive). (5) The molecule is S(=O)(=O)(/C(S(=O)(=O)CC)=C1/OCCN1)CC. The result is 0 (inactive).